This data is from Forward reaction prediction with 1.9M reactions from USPTO patents (1976-2016). The task is: Predict the product of the given reaction. (1) Given the reactants [C:1]([O:5][C:6]([NH:8][C@@H:9]([C@H:13]1[CH2:18][CH2:17][C@@H:16]([OH:19])[CH2:15][CH2:14]1)[C:10]([OH:12])=O)=[O:7])([CH3:4])([CH3:3])[CH3:2].[NH:20]1[CH2:24][CH2:23][CH2:22][CH2:21]1.C(OC(=O)N[C@@H]([C@H]1CC[C@@H](N)CC1)C(=O)N1CCCC1)(C)(C)C, predict the reaction product. The product is: [C:1]([O:5][C:6](=[O:7])[NH:8][C@@H:9]([C@H:13]1[CH2:18][CH2:17][C@@H:16]([OH:19])[CH2:15][CH2:14]1)[C:10](=[O:12])[N:20]1[CH2:24][CH2:23][CH2:22][CH2:21]1)([CH3:2])([CH3:3])[CH3:4]. (2) Given the reactants C(O[C:4]([C:6]1[N:11]=[C:10]([C:12]2[CH:17]=[CH:16][C:15]([N:18]3[CH2:23][CH2:22][O:21][CH2:20][CH2:19]3)=[CH:14][CH:13]=2)[C:9]2[S:24][C:25]([C:27]3[CH:32]=[CH:31][CH:30]=[CH:29][CH:28]=3)=[N:26][C:8]=2[C:7]=1[OH:33])=[O:5])C.[NH2:34][CH2:35][C:36]([OH:38])=[O:37], predict the reaction product. The product is: [OH:33][C:7]1[C:8]2[N:26]=[C:25]([C:27]3[CH:28]=[CH:29][CH:30]=[CH:31][CH:32]=3)[S:24][C:9]=2[C:10]([C:12]2[CH:17]=[CH:16][C:15]([N:18]3[CH2:19][CH2:20][O:21][CH2:22][CH2:23]3)=[CH:14][CH:13]=2)=[N:11][C:6]=1[C:4]([NH:34][CH2:35][C:36]([OH:38])=[O:37])=[O:5]. (3) Given the reactants [Cl:1][C:2]1[CH:3]=[C:4]([C:9]2[C:21]([O:22][CH3:23])=[CH:20][C:12]([C:13]([NH:15][S:16]([CH3:19])(=[O:18])=[O:17])=[O:14])=[C:11]([F:24])[CH:10]=2)[CH:5]=[N:6][C:7]=1F.C([O-])([O-])=O.[Cs+].[Cs+].[CH:31]1([OH:35])[CH2:34][CH2:33][CH2:32]1, predict the reaction product. The product is: [Cl:1][C:2]1[CH:3]=[C:4]([C:9]2[C:21]([O:22][CH3:23])=[CH:20][C:12]([C:13]([NH:15][S:16]([CH3:19])(=[O:18])=[O:17])=[O:14])=[C:11]([F:24])[CH:10]=2)[CH:5]=[N:6][C:7]=1[O:35][CH:31]1[CH2:34][CH2:33][CH2:32]1. (4) The product is: [CH3:17][O:16][C:12]1[CH:11]=[C:5]([CH:4]=[C:3]([O:2][CH3:1])[C:13]=1[O:14][CH3:15])[CH2:6][CH2:7][NH2:8]. Given the reactants [CH3:1][O:2][C:3]1[CH:4]=[C:5]([CH:11]=[C:12]([O:16][CH3:17])[C:13]=1[O:14][CH3:15])/[CH:6]=[CH:7]/[N+:8]([O-])=O.[H-].[Al+3].[Li+].[H-].[H-].[H-].[OH-].[Na+].C(=O)([O-])[O-].[K+].[K+], predict the reaction product. (5) The product is: [CH:1]([O:4][C:5]([N:7]1[CH2:8][CH2:9][CH:10]([O:13][N:14]=[C:15]2[CH2:20][CH2:19][N:18]([C:21]3[CH:26]=[C:25]([F:27])[C:24]([C:28](=[O:30])[N:33]([CH3:34])[CH3:32])=[CH:23][C:22]=3[F:31])[CH2:17][CH2:16]2)[CH2:11][CH2:12]1)=[O:6])([CH3:3])[CH3:2]. Given the reactants [CH:1]([O:4][C:5]([N:7]1[CH2:12][CH2:11][CH:10]([O:13][N:14]=[C:15]2[CH2:20][CH2:19][N:18]([C:21]3[CH:26]=[C:25]([F:27])[C:24]([C:28]([OH:30])=O)=[CH:23][C:22]=3[F:31])[CH2:17][CH2:16]2)[CH2:9][CH2:8]1)=[O:6])([CH3:3])[CH3:2].[CH3:32][NH:33][CH3:34].C1C=CC2N(O)N=NC=2C=1.C(Cl)CCl, predict the reaction product.